This data is from Experimentally validated miRNA-target interactions with 360,000+ pairs, plus equal number of negative samples. The task is: Binary Classification. Given a miRNA mature sequence and a target amino acid sequence, predict their likelihood of interaction. (1) The protein sequence of the target gene is MDPNCSCATGGSCTCTGSCKCKECKCTSCKKSCCSCCPMSCAKCAQGCICKGASEKCSCCA. The miRNA is hsa-miR-3665 with sequence AGCAGGUGCGGGGCGGCG. Result: 1 (interaction). (2) The miRNA is hsa-miR-504-3p with sequence GGGAGUGCAGGGCAGGGUUUC. The protein sequence of the target gene is MANYSHAADNILQNLSPLTAFLKLTSLGFIIGVSVVGNLLISILLVKDKTLHRAPYYFLLDLCCSDILRSAICFPFVFNSVKNGSTWTYGTLTCKVIAFLGVLSCFHTAFMLFCISVTRYLAIAHHRFYTKRLTFWTCLAVICMVWTLSVAMAFPPVLDVGTYSFIREEDQCTFQHRSFRANDSLGFMLLLALILLATQLVYLKLIFFVHDRRKMKPVQFVAAVSQNWTFHGPGASGQAAANWLAGFGRGPTPPTLLGIRQNANTTGRRRLLVLDEFKMEKRISRMFYIMTFLFLTLWGP.... Result: 0 (no interaction). (3) The miRNA is hsa-miR-3121-3p with sequence UAAAUAGAGUAGGCAAAGGACA. The protein sequence of the target gene is MPNSEPASLLELFNSIATQGELVRSLKAGNASKDEIDSAVKMLVSLKMSYKAAAGEDYKADCPPGNPAPTSNHGPDATEAEEDFVDPWTVQTSSAKGIDYDKLIVRFGSSKIDKELINRIERATGQRPHHFLRRGIFFSHRDMNQVLDAYENKKPFYLYTGRGPSSEAMHVGHLIPFIFTKWLQDVFNVPLVIQMTDDEKYLWKDLTLDQAYSYAVENAKDIIACGFDINKTFIFSDLDYMGMSSGFYKNVVKIQKHVTFNQVKGIFGFTDSDCIGKISFPAIQAAPSFSNSFPQIFRDR.... Result: 0 (no interaction). (4) The miRNA is hsa-miR-4700-5p with sequence UCUGGGGAUGAGGACAGUGUGU. The protein sequence of the target gene is MKVRLLRQLSAAAKVKAPSGLQGPPQAHQFISLLLEEYGALCQAARSISTFLGTLENEHLKKFQVTWELHNKHLFENLVFSEPLLQSNLPALVSQIRLGTTTHDTCSEDTYSTLLQRYQRSEEELRRVAEEWLECQKRIDAYVDEQMTMKTKQRMLTEDWELFKQRRFIEEQLTNKKAVTGENNFTDTMRHMLSSRLSMPDCPNCNYRRRCACDDCSLSHILTCGIMDPPVTDDIHIHQLPLQVDPAPDYLAERSPPSVSSASSGSGSSSPITIQQHPRLILTDSGSAPTFCSDDEDVAP.... Result: 1 (interaction). (5) Result: 1 (interaction). The protein sequence of the target gene is MPGAGARAEEGGGGGEGAAQGAAAEPGAGPAREPARLCGYLQKLSGKGPLRGYRSRWFVFDARRCYLYYFKSPQDALPLGHLDIADACFSYQGPDEAAEPGTEPPAHFQVHSAGAVTVLKAPNRQLMTYWLQELQQKRWEYCNSLDMVKWDSRTSPTPGDFPKGLVARDNTDLIYPHPNASAEKARNVLAVETVPGELVGEQAANQPAPGHPNSINFYSLKQWGNELKNSMSSFRPGRGHNDSRRTVFYTNEEWELLDPTPKDLEESIVQEEKKKLTPEGNKGVTGSGFPFDFGRNPYKG.... The miRNA is hsa-miR-6733-5p with sequence UGGGAAAGACAAACUCAGAGUU. (6) The miRNA is hsa-miR-2467-3p with sequence AGCAGAGGCAGAGAGGCUCAGG. Result: 1 (interaction). The protein sequence of the target gene is MAAYKLVLIRHGESTWNLENRFSCWYDADLSPAGHEEAKRGGQALRDAGYEFDICLTSVQKRVIRTLWTVLDAIDQMWLPVVRTWRLNERHYGGLTGLNKAETAAKHGEAQVKIWRRSYDVPPPPMEPDHPFYSNISKDRRYADLTEDQLPSYESPKDTIARALPFWNEEIVPQIKEGKRVLIAAHGNSLQGIAKHVEGLSEEAIMELNLPTGIPIVYELDKNLKPIKPMQFLGDEETVCKAIEAVAAQGKAKK. (7) The miRNA is mmu-miR-6974-3p with sequence UCUCCACUCUCUUCUGUCCCAG. The protein sequence of the target gene is MAATELRGVVGPGPAAIAAPGGGGAGPPAVGGGGGRGDAGPGPGVAAATAATAGGPGPGAGGVAAGGPGSAPPAAGSGGSGAGGSGSAREGWLFKWTNYIKGYQRRWFVLSNGLLSYYRSKAEMRHTCRGTINLATANITVEDSCNFIISNGGAQTYHLKASSEVERQRWVTALELAKAKAVKMLAESDDSGDEESVSQTDKTELQSTLRTLSSKVEDLSTCNDLIAKHGTALQRSLSELESLKLPAESNEKIKQVNERATLFRITSNAMINACRDFLMLAQTHSKKWQKSLQYERDQRI.... Result: 0 (no interaction). (8) The miRNA is hsa-miR-513c-5p with sequence UUCUCAAGGAGGUGUCGUUUAU. Result: 1 (interaction). The protein sequence of the target gene is MSSYFVNSFSGRYPNGPDYQLLNYGSGSSLSGSYRDPAAMHTGSYGYNYNGMDLSVNRSSASSSHFGAVGESSRAFPAPAQEPRFRQAASSCSLSSPESLPCTNGDSHGAKPSASSPSDQATSASSSANFTEIDEASASSEPEEAASQLSSPSLARAQPEPMATSTAAPEGQTPQIFPWMRKLHISHDMTGPDGKRARTAYTRYQTLELEKEFHFNRYLTRRRRIEIAHALCLSERQIKIWFQNRRMKWKKDNKLKSMSLATAGSAFQP. (9) The miRNA is hsa-miR-889-3p with sequence UUAAUAUCGGACAACCAUUGU. The protein sequence of the target gene is MMWPMHTPLLLLTALMVAVAGSASAQSRTLAGGIHATDLNDKSVQCALDFAISEYNKVINKDEYYSRPLQVMAAYQQIVGGVNYYFNVKFGRTTCTKSQPNLDNCPFNDQPKLKEEEFCSFQINEVPWEDKISILNYKCRKV. Result: 0 (no interaction). (10) The miRNA is mmu-miR-135a-1-3p with sequence UAUAGGGAUUGGAGCCGUGGCG. The protein sequence of the target gene is MELLTFRDVAIEFSPEEWKCLDPAQQNLYRDVMLENYRNLVSLAVYSYYNQGILPEQGIQDSFKKATLGRYGSCGLENICLWKNWESIGEGEGQKECYNLCSQYLTTSHNKHLTVKGDKEYRIFQKKPQFLSAAPTEPCIPMNKYQHKFLKSVFCNKNQINFNHDSNISKHHSTHFLENYYNCNECEKVFYQSSKLIFPENIHIQKKPYNSNECGETSDPFSKLTQHQRIYIGESSQRCNKKCIIVFSQSHLKGHKIINTGEKSVKYKERGKAFTRGLHLGHQKIHTGEKPYKCKKCDKA.... Result: 0 (no interaction).